Dataset: Forward reaction prediction with 1.9M reactions from USPTO patents (1976-2016). Task: Predict the product of the given reaction. (1) Given the reactants ClC(N(C)C)=C(C)C.[O:9]=[C:10]1[CH2:15][CH2:14][CH2:13][CH:12]([CH2:16][C:17]([OH:19])=O)[CH2:11]1.[F:20][C:21]([F:42])([F:41])[C:22]1[CH:23]=[C:24]([S:28]([CH2:31][CH2:32][S:33][C:34]2[C:39]([NH2:40])=[CH:38][CH:37]=[CH:36][N:35]=2)(=[O:30])=[O:29])[CH:25]=[CH:26][CH:27]=1.CCCCCC, predict the reaction product. The product is: [O:9]=[C:10]1[CH2:15][CH2:14][CH2:13][CH:12]([CH2:16][C:17]([NH:40][C:39]2[C:34]([S:33][CH2:32][CH2:31][S:28]([C:24]3[CH:25]=[CH:26][CH:27]=[C:22]([C:21]([F:41])([F:42])[F:20])[CH:23]=3)(=[O:30])=[O:29])=[N:35][CH:36]=[CH:37][CH:38]=2)=[O:19])[CH2:11]1. (2) Given the reactants C[O:2][C:3]([C:5]1[CH:6]=[N:7][N:8]([C:13]2[CH:18]=[CH:17][C:16]([S:19]([CH3:22])(=[O:21])=[O:20])=[CH:15][C:14]=2[Cl:23])[C:9]=1[CH:10]1[CH2:12][CH2:11]1)=[O:4].[OH-].[Na+], predict the reaction product. The product is: [CH:10]1([C:9]2[N:8]([C:13]3[CH:18]=[CH:17][C:16]([S:19]([CH3:22])(=[O:21])=[O:20])=[CH:15][C:14]=3[Cl:23])[N:7]=[CH:6][C:5]=2[C:3]([OH:4])=[O:2])[CH2:11][CH2:12]1. (3) Given the reactants [Cl:1][C:2]1[C:3]([C:27]2[C:35]3[C:30](=[CH:31][CH:32]=[CH:33][CH:34]=3)[N:29]([CH3:36])[CH:28]=2)=[N:4][C:5]([NH:8][C:9]2[CH:14]=[C:13]([N+:15]([O-])=O)[C:12]([N:18]3[CH2:23][CH2:22][N:21]([CH3:24])[CH2:20][CH2:19]3)=[CH:11][C:10]=2[O:25][CH3:26])=[N:6][CH:7]=1.[NH4+].[Cl-], predict the reaction product. The product is: [Cl:1][C:2]1[C:3]([C:27]2[C:35]3[C:30](=[CH:31][CH:32]=[CH:33][CH:34]=3)[N:29]([CH3:36])[CH:28]=2)=[N:4][C:5]([NH:8][C:9]2[CH:14]=[C:13]([NH2:15])[C:12]([N:18]3[CH2:19][CH2:20][N:21]([CH3:24])[CH2:22][CH2:23]3)=[CH:11][C:10]=2[O:25][CH3:26])=[N:6][CH:7]=1. (4) Given the reactants [N:1]1[CH:6]=[CH:5][CH:4]=[CH:3][CH:2]=1.Cl[C:8]([O:10][CH2:11][CH:12]([CH3:14])[CH3:13])=[O:9].[C:15]1([Mg]Cl)[CH:20]=[CH:19][CH:18]=[CH:17][CH:16]=1.S(=O)(=O)(O)O, predict the reaction product. The product is: [CH2:11]([O:10][C:8]([N:1]1[CH:6]=[CH:5][CH:4]([C:15]2[CH:20]=[CH:19][CH:18]=[CH:17][CH:16]=2)[CH:3]=[CH:2]1)=[O:9])[CH:12]([CH3:14])[CH3:13]. (5) Given the reactants Cl[C:2]1[N:3]=[C:4]2[CH:12]=[CH:11][C:10]([F:13])=[CH:9][N:5]2[C:6](=[O:8])[CH:7]=1.CC1(C)C(C)(C)OB([C:22]2[CH:23]=[C:24]3[CH:30]=[CH:29][NH:28][C:25]3=[N:26][CH:27]=2)O1.C([O-])([O-])=O.[K+].[K+], predict the reaction product. The product is: [F:13][C:10]1[CH:11]=[CH:12][C:4]2[N:5]([CH:9]=1)[C:6](=[O:8])[CH:7]=[C:2]([C:22]1[CH:23]=[C:24]3[CH:30]=[CH:29][NH:28][C:25]3=[N:26][CH:27]=1)[N:3]=2. (6) Given the reactants Br[C:2]1[O:6][C:5]([C:7]([NH:9][OH:10])=[NH:8])=[CH:4][CH:3]=1.Br[C:12]1S[C:15]([C:17]([NH:19]O)=N)=[CH:14][CH:13]=1.CC1(C)C(C)(C)OB([C:29]2[CH:30]=[N:31][CH:32]=[CH:33][CH:34]=2)O1.[C:36]1(B(O)O)[CH:41]=CC=C[CH:37]=1, predict the reaction product. The product is: [N:19]1[CH:12]=[CH:13][CH:14]=[C:15]([C:2]2[O:6][C:5]([C:7]3[N:8]=[C:37]([CH:36]4[CH:34]5[CH2:29][CH2:30][N:31]([CH2:32][CH2:33]5)[CH2:41]4)[O:10][N:9]=3)=[CH:4][CH:3]=2)[CH:17]=1.